The task is: Binary Classification. Given a miRNA mature sequence and a target amino acid sequence, predict their likelihood of interaction.. This data is from Experimentally validated miRNA-target interactions with 360,000+ pairs, plus equal number of negative samples. (1) The miRNA is mmu-miR-291a-3p with sequence AAAGUGCUUCCACUUUGUGUGC. The protein sequence of the target gene is MDRTCEERPAEDGSDEEDPDSMEAPTRIRDTPEDIVLEAPASGLAFHPARDLLAAGDVDGDVFVFSYSCQEGETKELWSSGHHLKACRAVAFSEDGQKLITVSKDKAIHVLDVEQGQLERRVSKAHGAPINSLLLVDENVLATGDDTGGICLWDQRKEGPLMDMRQHEEYIADMALDPAKKLLLTASGDGCLGIFNIKRRRFELLSEPQSGDLTSVTLMKWGKKVACGSSEGTIYLFNWNGFGATSDRFALRAESIDCMVPVTESLLCTGSTDGVIRAVNILPNRVVGSVGQHTGEPVEE.... Result: 0 (no interaction). (2) The miRNA is hsa-miR-4310 with sequence GCAGCAUUCAUGUCCC. The protein sequence of the target gene is MALPQGLLTFRDVAIEFSQEEWKCLDPAQRTLYRDVMLENYRNLVSLDISSKCMLKTLSSTGQGNTEVIHTGTLHRQASHHIGEFCFHEIEKDIHGFEFQWKEDETNGHAAPMTEIKELAGSTGQHDQRHAGNKRIKDQLGSSFHLHLPEPHIFQSEGKIGNQVEKSINNASSVSTSQRICCRPKTHISNKYGNNSLHSSLLTQKWEVHMREKSFECIQSFKSFNCSSLLKKHQIIHLEEKQCKCDVCGKVFNQKRYLACHRRCHTGEKPYKCNECGKTFGHNSSLFIHKALHTGEKPYE.... Result: 0 (no interaction). (3) The miRNA is hsa-miR-4442 with sequence GCCGGACAAGAGGGAGG. The protein sequence of the target gene is MVTGVTAANMTNVLGTAVVPAQLKETPLKSDRRSNKPIMEKRRRARINNCLNELKTLILDATKKDPARHSKLEKADILEKTVKHLQELQRQQAAMQQAADPKIVNKFKAGFADCVNEVSRFPGIEPAQRRRLLQHLSNCINGVKTELHQQQRQQQQQSIHAQMLPSPPSSPEQDSQQGAAAPYLFGIQQTASGYFLPNGMQVIPTKLPNGSIALVLPQSLPQQQQQQLLQHQQQQQQLAVAAAAAAAAAAQQQPMLVSMPQRTASTGSASSHSSAGYESAPGSSSSCSYAPPSPANSSYE.... Result: 0 (no interaction). (4) The miRNA is hsa-miR-3689b-3p with sequence CUGGGAGGUGUGAUAUUGUGGU. The protein sequence of the target gene is MAGGGSDLSTRGLNGGVSQVANEMNHLPAHSQSLQRLFTEDQDVDEGLVYDTVFKHFKRHKLEISNAIKKTFPFLEGLRDRELITNKMFEDSEDSCRNLVPVQRVVYNVLSELEKTFNLSVLEALFSEVNMQEYPDLIHIYKSFKNAIQDKLSFQESDRKEREERPDIKLSLKQGEVPESPEARKESDQACGKMDTVDIANNSTLGKPKRKRRKKKGHGWSRMGTRTQKNNQQNDNSKADGQLVSSEKKANMNLKDLSKIRGRKRGKPGTHFTQSDRAPQKRVRSRASRKHKDETVDFQA.... Result: 1 (interaction). (5) The protein sequence of the target gene is MPVQLTTALRVVGTSLFALVVLGGILAAYVTGYQFIHTEKHYLSFGLYGAILGLHLLIQSLFAFLEHRRMRRAGRPLKLHCSQRPRSVALCIAAYQEDPEYLRKCLRSAQRIAFPNLKVVMVVDGNRQEDTYMLDIFHEVLGGTEQAGFFVWRSNFHEAGEGETEASLQEGMERVRAVVWASTFSCIMQKWGGKREVMYTAFKALGNSVDYIQVCDSDTVLDPACTIEMLRVLEEDPQVGGVGGDVQILNKYDSWISFLSSVRYWMAFNVERACQSYFGCVQCISGPLGMYRNSLLQQFL.... Result: 1 (interaction). The miRNA is mmu-miR-340-5p with sequence UUAUAAAGCAAUGAGACUGAUU. (6) The miRNA is rno-miR-21-5p with sequence UAGCUUAUCAGACUGAUGUUGA. The protein sequence of the target gene is MASPSPPPESKGLLTFEDVAVFFTQEEWDYLDPAQRSLYKDVMMENYGNLVSLDVLNRDKDEEPTVKQEIEEIEEEVEPQGVIVTRIKSEIDQDPMGRETFELVGRLDKQRGIFLWEIPRESLTQEQRMFRENTNIIRKRPNSEEKCHKCEECGKGFVRKAHFIQHQRVHTGEKPFQCNECGKSFSRSSFVIEHQRIHTGERPYECNYCGKTFSVSSTLIRHQRIHTGERPYQCNQCKQSFSQRRSLVKHQRIHTGEKPHKCSDCGKAFSWKSHLIEHQRTHTGEKPYHCTKCKKSFSRN.... Result: 0 (no interaction). (7) The miRNA is hsa-miR-4772-3p with sequence CCUGCAACUUUGCCUGAUCAGA. The protein sequence of the target gene is MGCGCSSHPEDDWMENIDVCENCHYPIVPLDGKGTLLIRNGSEVRDPLVTYEGSNPPASPLQDNLVIALHSYEPSHDGDLGFEKGEQLRILEQSGEWWKAQSLTTGQEGFIPFNFVAKANSLEPEPWFFKNLSRKDAERQLLAPGNTHGSFLIRESESTAGSFSLSVRDFDQNQGEVVKHYKIRNLDNGGFYISPRITFPGLHELVRHYTNASDGLCTRLSRPCQTQKPQKPWWEDEWEVPRETLKLVERLGAGQFGEVWMGYYNGHTKVAVKSLKQGSMSPDAFLAEANLMKQLQHQRL.... Result: 0 (no interaction). (8) The miRNA is hsa-miR-424-5p with sequence CAGCAGCAAUUCAUGUUUUGAA. The protein sequence of the target gene is MEVNCLTLKDLISPRQPRLDFAVEDGENAQKENIFVDRSRMAPKTPIKNEPIDLSKQKKFTPERNPITPVKFVDRQQAEPWTPTANLKMLISAASPDIRDREKKKGLFRPIENKDDAFTDSLQLDVVGDSAVDEFEKQRPSRKQKSLGLLCQKFLARYPSYPLSTEKTTISLDEVAVSLGVERRRIYDIVNVLESLHLVSRVAKNQYGWHGRHSLPKTLRNLQRLGEEQKYEEQMAYLQQKELDLIDYKFGERKKDGDPDSQEQQLLDFSEPDCPSSSANSRKDKSLRIMSQKFVMLFLV.... Result: 1 (interaction).